This data is from Reaction yield outcomes from USPTO patents with 853,638 reactions. The task is: Predict the reaction yield, written as a fraction of the theoretical maximum amount of product (1.0 means a 100% yield; for example, 0.34 means a 34% yield). The reactants are [CH2:1]([O:3][P:4]([CH2:9][C:10]1[CH:15]=[CH:14][C:13]([NH:16][C:17](=[O:33])[CH2:18][CH2:19][C:20]2[CH:21]=[N:22][O:23][C:24]=2[C:25]2[CH:30]=[CH:29][C:28]([S:31][CH3:32])=[CH:27][CH:26]=2)=[CH:12][CH:11]=1)([O:6][CH2:7][CH3:8])=[O:5])[CH3:2].ClC1C=CC=C(C(OO)=[O:42])C=1.S([O-])([O-])=O.[Na+].[Na+]. The catalyst is O1CCCC1. The product is [CH2:1]([O:3][P:4]([CH2:9][C:10]1[CH:11]=[CH:12][C:13]([NH:16][C:17](=[O:33])[CH2:18][CH2:19][C:20]2[CH:21]=[N:22][O:23][C:24]=2[C:25]2[CH:30]=[CH:29][C:28]([S:31]([CH3:32])=[O:42])=[CH:27][CH:26]=2)=[CH:14][CH:15]=1)([O:6][CH2:7][CH3:8])=[O:5])[CH3:2]. The yield is 0.160.